From a dataset of Forward reaction prediction with 1.9M reactions from USPTO patents (1976-2016). Predict the product of the given reaction. (1) Given the reactants Cl.[Br:2][C:3]1[CH:8]=[CH:7][C:6]([NH:9][NH2:10])=[CH:5][CH:4]=1.[C:11]1(=O)[O:16][C:14](=[O:15])[C:13]2=[CH:17][CH:18]=[CH:19][CH:20]=[C:12]12, predict the reaction product. The product is: [Br:2][C:3]1[CH:8]=[CH:7][C:6]([NH:9][N:10]2[C:14](=[O:15])[C:13]3[C:12](=[CH:20][CH:19]=[CH:18][CH:17]=3)[C:11]2=[O:16])=[CH:5][CH:4]=1. (2) Given the reactants [N+]([C:4]1[CH:11]=[C:10]([N+:12]([O-:14])=[O:13])[CH:9]=[CH:8][C:5]=1[CH:6]=O)([O-])=O.C([O-])([O-])=O.[K+].[K+].[C:21]([O:25][CH3:26])(=[O:24])[CH2:22][SH:23], predict the reaction product. The product is: [CH3:26][O:25][C:21]([C:22]1[S:23][C:4]2[CH:11]=[C:10]([N+:12]([O-:14])=[O:13])[CH:9]=[CH:8][C:5]=2[CH:6]=1)=[O:24]. (3) Given the reactants Cl.O1CCOCC1.Cl[C:9]1[N:14]=[C:13]([C:15]2[CH:20]=[CH:19][C:18]([F:21])=[CH:17][C:16]=2[F:22])[C:12]([F:23])=[CH:11][N:10]=1.[CH3:24][O:25][CH2:26][CH2:27][S:28][CH2:29][C:30]1[CH:31]=[C:32]([CH:34]=[C:35]([C:37]([F:40])([F:39])[F:38])[CH:36]=1)[NH2:33], predict the reaction product. The product is: [F:22][C:16]1[CH:17]=[C:18]([F:21])[CH:19]=[CH:20][C:15]=1[C:13]1[C:12]([F:23])=[CH:11][N:10]=[C:9]([NH:33][C:32]2[CH:34]=[C:35]([C:37]([F:38])([F:39])[F:40])[CH:36]=[C:30]([CH2:29][S:28][CH2:27][CH2:26][O:25][CH3:24])[CH:31]=2)[N:14]=1. (4) The product is: [C:9]([O:8][C:43]1[N:42]=[CH:41][C:40]([O:39][C:26]2[C:25]([Cl:24])=[CH:37][C:29]([C:30]([NH:32][S:33]([CH3:36])(=[O:35])=[O:34])=[O:31])=[C:28]([F:38])[CH:27]=2)=[CH:45][C:44]=1[Cl:46])([CH3:12])([CH3:11])[CH3:10]. Given the reactants FC1(F)CC(C([O:8][C:9]([CH3:12])([CH3:11])[CH3:10])=O)C1.C[Si](C)(C)[N-][Si](C)(C)C.[Na+].[Cl:24][C:25]1[C:26]([O:39][C:40]2[CH:41]=[N:42][C:43](F)=[C:44]([Cl:46])[CH:45]=2)=[CH:27][C:28]([F:38])=[C:29]([CH:37]=1)[C:30]([NH:32][S:33]([CH3:36])(=[O:35])=[O:34])=[O:31], predict the reaction product. (5) Given the reactants [BH4-].[Na+].[C:3]([C:6]1[CH:7]=[CH:8][C:9](/[C:14](/[C:33]2[CH:38]=[CH:37][C:36]([C:39]([CH3:42])([CH3:41])[CH3:40])=[CH:35][CH:34]=2)=[CH:15]/[C@@H:16]2[N:20]([CH2:21][C:22]3[CH:27]=[CH:26][C:25]([O:28][CH3:29])=[CH:24][C:23]=3[O:30][CH3:31])[C:19](=[O:32])[CH2:18][CH2:17]2)=[N:10][C:11]=1[O:12][CH3:13])(=[O:5])[CH3:4].O, predict the reaction product. The product is: [C:39]([C:36]1[CH:37]=[CH:38][C:33](/[C:14](/[C:9]2[CH:8]=[CH:7][C:6]([CH:3]([OH:5])[CH3:4])=[C:11]([O:12][CH3:13])[N:10]=2)=[CH:15]\[C@@H:16]2[N:20]([CH2:21][C:22]3[CH:27]=[CH:26][C:25]([O:28][CH3:29])=[CH:24][C:23]=3[O:30][CH3:31])[C:19](=[O:32])[CH2:18][CH2:17]2)=[CH:34][CH:35]=1)([CH3:40])([CH3:41])[CH3:42]. (6) Given the reactants Br[C:2]1[CH:29]=[CH:28][C:5]([CH2:6][N:7]2[CH2:15][C:14]3[CH:13]=[CH:12][N:11]=[C:10]([O:16][C:17]4[C:22]([F:23])=[CH:21][CH:20]=[C:19]([O:24][CH3:25])[C:18]=4[F:26])[C:9]=3[C:8]2=[O:27])=[C:4]([F:30])[CH:3]=1.[CH3:31][N:32]1[CH:36]=[C:35](B2OC(C)(C)C(C)(C)O2)[C:34]([CH3:46])=[N:33]1.C(=O)([O-])[O-].[Na+].[Na+], predict the reaction product. The product is: [F:26][C:18]1[C:19]([O:24][CH3:25])=[CH:20][CH:21]=[C:22]([F:23])[C:17]=1[O:16][C:10]1[C:9]2[C:8](=[O:27])[N:7]([CH2:6][C:5]3[CH:28]=[CH:29][C:2]([C:35]4[C:34]([CH3:46])=[N:33][N:32]([CH3:31])[CH:36]=4)=[CH:3][C:4]=3[F:30])[CH2:15][C:14]=2[CH:13]=[CH:12][N:11]=1. (7) The product is: [Cl:27][C:14]1[CH:15]=[CH:16][CH:17]=[C:18]2[C:13]=1[N:12]=[C:11]([C:8]1([C:5]3[CH:6]=[CH:7][C:2]([Cl:1])=[CH:3][CH:4]=3)[CH2:9][CH2:10]1)[C:20]([OH:21])=[C:19]2[C:22]([OH:24])=[O:23]. Given the reactants [Cl:1][C:2]1[CH:7]=[CH:6][C:5]([C:8]2([C:11]3[C:20]([OH:21])=[C:19]([C:22]([OH:24])=[O:23])[C:18]4[C:13](=[C:14](CC)[CH:15]=[CH:16][CH:17]=4)[N:12]=3)[CH2:10][CH2:9]2)=[CH:4][CH:3]=1.[Cl:27]C1C=CC=C2C=1NC(=O)C2=O.C(OCC(C1(C2C=CC(Cl)=CC=2)CC1)=O)(=O)C, predict the reaction product.